Dataset: Forward reaction prediction with 1.9M reactions from USPTO patents (1976-2016). Task: Predict the product of the given reaction. (1) Given the reactants [CH:1](=O)[CH2:2][CH:3]([CH3:5])[CH3:4].[NH2:7][CH2:8][CH:9]1[CH2:18][CH2:17][CH2:16][C:15]2[CH:14]=[C:13]([O:19][C:20]3[CH:28]=[CH:27][C:23]([C:24]([NH2:26])=[O:25])=[CH:22][N:21]=3)[CH:12]=[CH:11][C:10]1=2.[BH4-].[Na+], predict the reaction product. The product is: [CH3:4][CH:3]([CH3:5])[CH2:2][CH2:1][NH:7][CH2:8][CH:9]1[CH2:18][CH2:17][CH2:16][C:15]2[CH:14]=[C:13]([O:19][C:20]3[CH:28]=[CH:27][C:23]([C:24]([NH2:26])=[O:25])=[CH:22][N:21]=3)[CH:12]=[CH:11][C:10]1=2. (2) The product is: [Cl:27][C:23]1[N:24]=[CH:25][NH:26][C:22]=1[C:20]([NH:19][CH2:18][C:13]1[CH:14]=[CH:15][C:16]([Cl:17])=[C:11]([O:10][C:4]2[CH:3]=[C:2]([C:29]#[C:30][CH3:31])[CH:7]=[C:6]([C:8]#[N:9])[CH:5]=2)[C:12]=1[F:28])=[O:21]. Given the reactants Br[C:2]1[CH:3]=[C:4]([O:10][C:11]2[C:12]([F:28])=[C:13]([CH2:18][NH:19][C:20]([C:22]3[NH:26][CH:25]=[N:24][C:23]=3[Cl:27])=[O:21])[CH:14]=[CH:15][C:16]=2[Cl:17])[CH:5]=[C:6]([C:8]#[N:9])[CH:7]=1.[CH:29]#[C:30][CH3:31], predict the reaction product. (3) The product is: [CH2:16]([O:18][C:19]1[CH:20]=[C:21]([CH:22]2[C:7]([C:1]3[CH:6]=[CH:5][CH:4]=[CH:3][CH:2]=3)=[C:8]([C:10]3[CH:15]=[CH:14][CH:13]=[CH:12][N:11]=3)[NH:34][C:32](=[O:33])[NH:31]2)[CH:24]=[C:25]([N+:28]([O-:30])=[O:29])[C:26]=1[OH:27])[CH3:17]. Given the reactants [C:1]1([CH2:7][C:8]([C:10]2[CH:15]=[CH:14][CH:13]=[CH:12][N:11]=2)=O)[CH:6]=[CH:5][CH:4]=[CH:3][CH:2]=1.[CH2:16]([O:18][C:19]1[CH:20]=[C:21]([CH:24]=[C:25]([N+:28]([O-:30])=[O:29])[C:26]=1[OH:27])[CH:22]=O)[CH3:17].[NH2:31][C:32]([NH2:34])=[O:33].Cl, predict the reaction product. (4) Given the reactants [F:1][C:2]1[CH:7]=[C:6]([F:8])[CH:5]=[CH:4][C:3]=1[C:9]#[C:10][C:11]1[N:16]=[C:15]([NH2:17])[C:14]([N+:18]([O-:20])=[O:19])=[CH:13][CH:12]=1.P([O-])(O)(O)=O.[Na+].P([O-])([O-])(O)=O.[Na+].[Na+].[Mn]([O-])(=O)(=O)=O.[K+].[OH2:40].[OH2:41].O.O.O.S([O-])([O-])(=O)=S.[Na+].[Na+], predict the reaction product. The product is: [NH2:17][C:15]1[N:16]=[C:11]([C:10](=[O:41])[C:9]([C:3]2[CH:4]=[CH:5][C:6]([F:8])=[CH:7][C:2]=2[F:1])=[O:40])[CH:12]=[CH:13][C:14]=1[N+:18]([O-:20])=[O:19].